This data is from Reaction yield outcomes from USPTO patents with 853,638 reactions. The task is: Predict the reaction yield, written as a fraction of the theoretical maximum amount of product (1.0 means a 100% yield; for example, 0.34 means a 34% yield). (1) The reactants are [S:1]1[C:5]([C:6]([OH:8])=[O:7])=[CH:4][CH:3]=[C:2]1[C:9]([OH:11])=[O:10].[C:12](=O)([O-])[O-].[Na+].[Na+].CI. The catalyst is CN(C=O)C. The product is [CH3:12][O:7][C:6]([C:5]1[S:1][C:2]([C:9]([OH:11])=[O:10])=[CH:3][CH:4]=1)=[O:8]. The yield is 0.280. (2) The reactants are [CH:1]([C:3]1[S:7][C:6]([C:8]2([C:11]#[N:12])[CH2:10][CH2:9]2)=[CH:5][CH:4]=1)=[O:2].CC(=C(C)C)C.[O-:19]Cl=O.[Na+]. The catalyst is C(O)(C)(C)C.O. The product is [C:11]([C:8]1([C:6]2[S:7][C:3]([C:1]([OH:19])=[O:2])=[CH:4][CH:5]=2)[CH2:10][CH2:9]1)#[N:12]. The yield is 0.830. (3) The reactants are [Cl:1][C:2]1[CH:7]=[CH:6][C:5]([CH:8]2[CH2:13][CH2:12][N:11](C)[CH2:10][CH:9]2[O:15][CH2:16][C:17]2[CH:26]=[CH:25][C:24]3[C:19](=[CH:20][CH:21]=[CH:22][CH:23]=3)[CH:18]=2)=[CH:4][CH:3]=1.C(=O)([O-])[O-].[K+].[K+].Cl[C:34]([O:36][CH2:37][C:38]([Cl:41])([Cl:40])[Cl:39])=[O:35]. The catalyst is C1(C)C=CC=CC=1. The product is [Cl:1][C:2]1[CH:7]=[CH:6][C:5]([CH:8]2[CH2:13][CH2:12][N:11]([C:34]([O:36][CH2:37][C:38]([Cl:41])([Cl:40])[Cl:39])=[O:35])[CH2:10][CH:9]2[O:15][CH2:16][C:17]2[CH:26]=[CH:25][C:24]3[C:19](=[CH:20][CH:21]=[CH:22][CH:23]=3)[CH:18]=2)=[CH:4][CH:3]=1. The yield is 0.570. (4) The reactants are [CH2:1]([N:3]1[CH:7]=[C:6]([C:8]2[CH:13]=[CH:12][N:11]=[C:10]3[NH:14][C:15]([C:17]4[CH:22]=[CH:21][C:20]([CH2:23][N:24]5[CH2:29][CH2:28][O:27][CH2:26][CH2:25]5)=[CH:19][CH:18]=4)=[CH:16][C:9]=23)[C:5]([C:30]2[CH:35]=[CH:34][C:33]([NH2:36])=[CH:32][CH:31]=2)=[N:4]1)[CH3:2].[CH2:37]([N:39]([CH2:42][CH3:43])[CH2:40]C)[CH3:38].ClC(OC(C)=C)=[O:46].N1CCCC1. The catalyst is O1CCCC1. The product is [CH2:1]([N:3]1[CH:7]=[C:6]([C:8]2[CH:13]=[CH:12][N:11]=[C:10]3[NH:14][C:15]([C:17]4[CH:22]=[CH:21][C:20]([CH2:23][N:24]5[CH2:29][CH2:28][O:27][CH2:26][CH2:25]5)=[CH:19][CH:18]=4)=[CH:16][C:9]=23)[C:5]([C:30]2[CH:35]=[CH:34][C:33]([NH:36][C:40]([N:39]3[CH2:42][CH2:43][CH2:38][CH2:37]3)=[O:46])=[CH:32][CH:31]=2)=[N:4]1)[CH3:2]. The yield is 0.370. (5) The reactants are C([O:4][CH2:5][C@H:6]([N:13]([CH2:24][C:25]1[CH:34]=[CH:33][C:28]([C:29](OC)=[O:30])=[CH:27][CH:26]=1)[S:14]([C:17]1[CH:22]=[CH:21][C:20]([Cl:23])=[CH:19][CH:18]=1)(=[O:16])=[O:15])[C:7]1[CH:12]=[CH:11][CH:10]=[CH:9][CH:8]=1)(=O)C. The catalyst is N[C@@H](C)CO.C(OCC)(=O)C. The product is [Cl:23][C:20]1[CH:21]=[CH:22][C:17]([S:14]([N:13]([CH2:24][C:25]2[CH:34]=[CH:33][C:28]([C:29]([NH:13][C@@H:6]([CH3:7])[CH2:5][OH:4])=[O:30])=[CH:27][CH:26]=2)[C@H:6]([C:7]2[CH:12]=[CH:11][CH:10]=[CH:9][CH:8]=2)[CH2:5][OH:4])(=[O:15])=[O:16])=[CH:18][CH:19]=1. The yield is 0.330.